Dataset: KCNQ2 potassium channel screen with 302,405 compounds. Task: Binary Classification. Given a drug SMILES string, predict its activity (active/inactive) in a high-throughput screening assay against a specified biological target. (1) The molecule is Brc1sc(C2NC(=O)NC(=C2C(OC(C)C)=O)C)cc1. The result is 0 (inactive). (2) The compound is Clc1c(C(=O)N\N=C\c2sc(N3CCOCC3)nc2c2ccccc2)cccc1. The result is 0 (inactive). (3) The drug is S(=O)(=O)(CC(=O)c1cc2c(oc1=O)c(OC)ccc2)c1ccc(cc1)C. The result is 0 (inactive). (4) The drug is Fc1c(N2CCN(CC2)C(=O)CC(c2ccccc2)C)cccc1. The result is 0 (inactive). (5) The molecule is S(CC(=O)N1CCN(CC1)c1ccccc1)c1n(c(=O)c2[nH]c3c(c2n1)cccc3)CC=C. The result is 0 (inactive). (6) The drug is s1c2c(CCCCC2)c2c1n(CCN(C)C)c(=O)n(c2=O)Cc1occc1. The result is 0 (inactive). (7) The drug is O1c2cc(C(O)c3nccc4c3cccc4)ccc2OC1. The result is 0 (inactive). (8) The molecule is Fc1c(C2N(C(=O)NC3=C2C(=O)c2c3cccc2)CC)cccc1. The result is 0 (inactive). (9) The molecule is O1C(C(=O)N(Cc2c(ccc(c2)C)C)c2c1ccc(c2)C)C. The result is 0 (inactive). (10) The compound is FC(F)(F)C(NC(=O)CCCn1nnnc1CN1CCC(CC1)C)c1ncccc1. The result is 0 (inactive).